Dataset: Full USPTO retrosynthesis dataset with 1.9M reactions from patents (1976-2016). Task: Predict the reactants needed to synthesize the given product. Given the product [Cl:1][C:2]1[CH:7]=[CH:6][CH:5]=[CH:4][C:3]=1[C:8]1[C:16]2[C:11](=[CH:12][C:13]([C:17]([NH:40][C@@H:38]([C:30]3[CH:29]=[N+:28]([O-:27])[C:33]([C:34]([F:35])([F:36])[F:37])=[CH:32][CH:31]=3)[CH3:39])=[O:19])=[CH:14][CH:15]=2)[N:10]([C:20]2[CH:21]=[CH:22][C:23]([CH3:26])=[CH:24][CH:25]=2)[CH:9]=1, predict the reactants needed to synthesize it. The reactants are: [Cl:1][C:2]1[CH:7]=[CH:6][CH:5]=[CH:4][C:3]=1[C:8]1[C:16]2[C:11](=[CH:12][C:13]([C:17]([OH:19])=O)=[CH:14][CH:15]=2)[N:10]([C:20]2[CH:25]=[CH:24][C:23]([CH3:26])=[CH:22][CH:21]=2)[CH:9]=1.[O-:27][N+:28]1[C:33]([C:34]([F:37])([F:36])[F:35])=[CH:32][CH:31]=[C:30]([C@H:38]([NH2:40])[CH3:39])[CH:29]=1.CN(C)CCCN=C=NCC.ON1C2N=CC=CC=2N=N1.CN1CCOCC1.